This data is from Forward reaction prediction with 1.9M reactions from USPTO patents (1976-2016). The task is: Predict the product of the given reaction. Given the reactants [CH:1]1([N:7]2[C:11](=[O:12])[CH:10]=[C:9]([CH3:13])[N:8]2[CH3:14])[CH2:6][CH2:5][CH2:4][CH2:3][CH2:2]1.[Cl:15]N1C(=O)CCC1=O, predict the reaction product. The product is: [Cl:15][C:10]1[C:11](=[O:12])[N:7]([CH:1]2[CH2:2][CH2:3][CH2:4][CH2:5][CH2:6]2)[N:8]([CH3:14])[C:9]=1[CH3:13].